From a dataset of Reaction yield outcomes from USPTO patents with 853,638 reactions. Predict the reaction yield, written as a fraction of the theoretical maximum amount of product (1.0 means a 100% yield; for example, 0.34 means a 34% yield). (1) The reactants are [C:1]([N:5]1[C:10](=[O:11])[C:9]([Cl:12])=[C:8]([O:13][CH2:14][C:15]2[CH:20]=[CH:19][C:18]([CH2:21][CH2:22][CH2:23][CH2:24][O:25][Si](C(C)(C)C)(C)C)=[CH:17][CH:16]=2)[CH:7]=[N:6]1)([CH3:4])([CH3:3])[CH3:2].[F-].C([NH3+])(C)(C)C. The catalyst is O1CCCC1. The product is [C:1]([N:5]1[C:10](=[O:11])[C:9]([Cl:12])=[C:8]([O:13][CH2:14][C:15]2[CH:16]=[CH:17][C:18]([CH2:21][CH2:22][CH2:23][CH2:24][OH:25])=[CH:19][CH:20]=2)[CH:7]=[N:6]1)([CH3:4])([CH3:3])[CH3:2]. The yield is 0.770. (2) The reactants are [C:1]([O:5][C:6](=[O:23])[NH:7][C:8]1[CH:17]=[C:16]([O:18][CH:19]([CH3:21])[CH3:20])[CH:15]=[C:14]2[C:9]=1[CH2:10][CH2:11][NH:12][C:13]2=[O:22])([CH3:4])([CH3:3])[CH3:2].C1C(=O)N([Cl:31])C(=O)C1. The catalyst is CC#N. The product is [C:1]([O:5][C:6](=[O:23])[NH:7][C:8]1[CH:17]=[C:16]([O:18][CH:19]([CH3:20])[CH3:21])[C:15]([Cl:31])=[C:14]2[C:9]=1[CH2:10][CH2:11][NH:12][C:13]2=[O:22])([CH3:2])([CH3:4])[CH3:3]. The yield is 0.920. (3) The reactants are [Br:1][C:2]1[N:7]=[C:6]([NH:8][C:9](=[O:12])[O:10][CH3:11])[CH:5]=[CH:4][C:3]=1[N+:13]([O-])=O.[BH4-].[Na+]. The catalyst is CO.O.Cl[Ni]Cl. The product is [NH2:13][C:3]1[CH:4]=[CH:5][C:6]([NH:8][C:9](=[O:12])[O:10][CH3:11])=[N:7][C:2]=1[Br:1]. The yield is 0.960. (4) The reactants are [CH3:1][C:2]1[CH:3]=[C:4]([C:8]2[CH:13]=[CH:12][C:11](/[C:14](/[CH3:18])=[CH:15]/[CH2:16][OH:17])=[CH:10][CH:9]=2)[CH:5]=[CH:6][CH:7]=1.[CH2:19]([O:21][C@@H:22]([CH2:28][C:29]1[CH:34]=[CH:33][C:32](O)=[CH:31][CH:30]=1)[C:23]([O:25][CH2:26][CH3:27])=[O:24])[CH3:20]. The yield is 0.780. No catalyst specified. The product is [CH2:19]([O:21][C@@H:22]([CH2:28][C:29]1[CH:30]=[CH:31][C:32]([O:17][CH2:16]/[CH:15]=[C:14](/[C:11]2[CH:12]=[CH:13][C:8]([C:4]3[CH:5]=[CH:6][CH:7]=[C:2]([CH3:1])[CH:3]=3)=[CH:9][CH:10]=2)\[CH3:18])=[CH:33][CH:34]=1)[C:23]([O:25][CH2:26][CH3:27])=[O:24])[CH3:20]. (5) The reactants are [S:1]1[CH:5]=[CH:4][CH:3]=[C:2]1[CH:6]=[O:7].[CH2:8](O)[CH2:9][OH:10]. The catalyst is FC1C=CC=CC=1.CC1C=CC(S(O)(=O)=O)=CC=1. The product is [S:1]1[CH:5]=[CH:4][CH:3]=[C:2]1[CH:6]1[O:10][CH2:9][CH2:8][O:7]1. The yield is 0.760. (6) The reactants are Cl[C:2]1[C:3]([NH:12][S:13]([C:16]2[CH:21]=[CH:20][CH:19]=[C:18]([F:22])[CH:17]=2)(=[O:15])=[O:14])=[N:4][C:5]2[C:10]([N:11]=1)=[CH:9][CH:8]=[CH:7][CH:6]=2.[CH3:23][O:24][C:25]1[CH:31]=[CH:30][C:29]([O:32][CH3:33])=[CH:28][C:26]=1[NH2:27]. The catalyst is CCO. The product is [CH3:23][O:24][C:25]1[CH:31]=[CH:30][C:29]([O:32][CH3:33])=[CH:28][C:26]=1[NH:27][C:2]1[C:3]([NH:12][S:13]([C:16]2[CH:21]=[CH:20][CH:19]=[C:18]([F:22])[CH:17]=2)(=[O:15])=[O:14])=[N:4][C:5]2[C:10]([N:11]=1)=[CH:9][CH:8]=[CH:7][CH:6]=2. The yield is 0.970.